The task is: Predict the reaction yield, written as a fraction of the theoretical maximum amount of product (1.0 means a 100% yield; for example, 0.34 means a 34% yield).. This data is from Reaction yield outcomes from USPTO patents with 853,638 reactions. (1) The reactants are [CH2:1]=[N:2][N:3]1[CH2:12][CH2:11][C:10]2[C:5](=[CH:6][CH:7]=[CH:8][CH:9]=2)[CH2:4]1.N(N1CCC2C(=CC=CC=2)C1)=O. No catalyst specified. The product is [CH3:1][NH:2][N:3]1[CH2:12][CH2:11][C:10]2[C:5](=[CH:6][CH:7]=[CH:8][CH:9]=2)[CH2:4]1. The yield is 0.950. (2) The reactants are [OH-].[Na+].C[O:4][C:5](=[O:39])/[C:6](/[NH:18][C:19](=[O:38])[C:20]1[CH:25]=[CH:24][C:23]([CH:26]([OH:36])[CH2:27][CH2:28][C:29]2[CH:34]=[CH:33][CH:32]=[C:31]([OH:35])[CH:30]=2)=[CH:22][C:21]=1[Cl:37])=[CH:7]/[C:8]1[CH:9]=[N:10][C:11]2[C:16]([CH:17]=1)=[CH:15][CH:14]=[CH:13][CH:12]=2. The catalyst is CO.O1CCCC1. The product is [Cl:37][C:21]1[CH:22]=[C:23]([CH:26]([OH:36])[CH2:27][CH2:28][C:29]2[CH:34]=[CH:33][CH:32]=[C:31]([OH:35])[CH:30]=2)[CH:24]=[CH:25][C:20]=1[C:19]([NH:18]/[C:6](=[CH:7]\[C:8]1[CH:9]=[N:10][C:11]2[C:16]([CH:17]=1)=[CH:15][CH:14]=[CH:13][CH:12]=2)/[C:5]([OH:39])=[O:4])=[O:38]. The yield is 0.660.